Dataset: Catalyst prediction with 721,799 reactions and 888 catalyst types from USPTO. Task: Predict which catalyst facilitates the given reaction. Reactant: C(N(CC)CC)C.[C:8]([O:12][C:13](=[O:29])[NH:14][C:15]1[CH:27]=[CH:26][C:25]2[C:24]3[C:19](=[CH:20][C:21]([NH2:28])=[CH:22][CH:23]=3)[CH2:18][C:17]=2[CH:16]=1)([CH3:11])([CH3:10])[CH3:9].[CH3:30][CH2:31][CH2:32][C:33](Cl)=[O:34]. Product: [C:8]([O:12][C:13](=[O:29])[NH:14][C:15]1[CH:27]=[CH:26][C:25]2[C:24]3[C:19](=[CH:20][C:21]([NH:28][C:33](=[O:34])[CH2:32][CH2:31][CH3:30])=[CH:22][CH:23]=3)[CH2:18][C:17]=2[CH:16]=1)([CH3:11])([CH3:9])[CH3:10]. The catalyst class is: 4.